From a dataset of NCI-60 drug combinations with 297,098 pairs across 59 cell lines. Regression. Given two drug SMILES strings and cell line genomic features, predict the synergy score measuring deviation from expected non-interaction effect. (1) Drug 1: CC1C(C(CC(O1)OC2CC(CC3=C2C(=C4C(=C3O)C(=O)C5=C(C4=O)C(=CC=C5)OC)O)(C(=O)C)O)N)O.Cl. Drug 2: CC=C1C(=O)NC(C(=O)OC2CC(=O)NC(C(=O)NC(CSSCCC=C2)C(=O)N1)C(C)C)C(C)C. Cell line: PC-3. Synergy scores: CSS=54.7, Synergy_ZIP=-0.284, Synergy_Bliss=3.84, Synergy_Loewe=-11.2, Synergy_HSA=5.35. (2) Drug 1: COC1=C(C=C2C(=C1)N=CN=C2NC3=CC(=C(C=C3)F)Cl)OCCCN4CCOCC4. Drug 2: CCCS(=O)(=O)NC1=C(C(=C(C=C1)F)C(=O)C2=CNC3=C2C=C(C=N3)C4=CC=C(C=C4)Cl)F. Cell line: HL-60(TB). Synergy scores: CSS=9.99, Synergy_ZIP=-0.150, Synergy_Bliss=10.0, Synergy_Loewe=-0.963, Synergy_HSA=-0.361. (3) Drug 2: N.N.Cl[Pt+2]Cl. Synergy scores: CSS=50.2, Synergy_ZIP=-9.15, Synergy_Bliss=-9.08, Synergy_Loewe=-4.47, Synergy_HSA=-1.98. Cell line: NCI/ADR-RES. Drug 1: CN(CCCl)CCCl.Cl. (4) Drug 1: C1=CC(=C2C(=C1NCCNCCO)C(=O)C3=C(C=CC(=C3C2=O)O)O)NCCNCCO. Drug 2: CCC1(C2=C(COC1=O)C(=O)N3CC4=CC5=C(C=CC(=C5CN(C)C)O)N=C4C3=C2)O.Cl. Cell line: COLO 205. Synergy scores: CSS=52.7, Synergy_ZIP=-2.66, Synergy_Bliss=-3.51, Synergy_Loewe=-1.05, Synergy_HSA=1.51. (5) Drug 1: CN1CCC(CC1)COC2=C(C=C3C(=C2)N=CN=C3NC4=C(C=C(C=C4)Br)F)OC. Drug 2: CCCCCOC(=O)NC1=NC(=O)N(C=C1F)C2C(C(C(O2)C)O)O. Cell line: BT-549. Synergy scores: CSS=0.580, Synergy_ZIP=1.27, Synergy_Bliss=4.30, Synergy_Loewe=0.451, Synergy_HSA=1.26. (6) Drug 1: CC1OCC2C(O1)C(C(C(O2)OC3C4COC(=O)C4C(C5=CC6=C(C=C35)OCO6)C7=CC(=C(C(=C7)OC)O)OC)O)O. Drug 2: CC(C)(C#N)C1=CC(=CC(=C1)CN2C=NC=N2)C(C)(C)C#N. Cell line: NCI-H522. Synergy scores: CSS=24.7, Synergy_ZIP=-10.4, Synergy_Bliss=-4.04, Synergy_Loewe=-1.68, Synergy_HSA=-0.936. (7) Drug 1: CC1=CC=C(C=C1)C2=CC(=NN2C3=CC=C(C=C3)S(=O)(=O)N)C(F)(F)F. Drug 2: CCC1(CC2CC(C3=C(CCN(C2)C1)C4=CC=CC=C4N3)(C5=C(C=C6C(=C5)C78CCN9C7C(C=CC9)(C(C(C8N6C)(C(=O)OC)O)OC(=O)C)CC)OC)C(=O)OC)O.OS(=O)(=O)O. Cell line: SR. Synergy scores: CSS=55.7, Synergy_ZIP=-1.60, Synergy_Bliss=-1.54, Synergy_Loewe=-1.13, Synergy_HSA=-1.45. (8) Cell line: SK-MEL-2. Drug 1: C1CN1C2=NC(=NC(=N2)N3CC3)N4CC4. Synergy scores: CSS=26.6, Synergy_ZIP=-3.38, Synergy_Bliss=-6.75, Synergy_Loewe=-4.28, Synergy_HSA=-7.85. Drug 2: CN(CC1=CN=C2C(=N1)C(=NC(=N2)N)N)C3=CC=C(C=C3)C(=O)NC(CCC(=O)O)C(=O)O. (9) Drug 1: CC1C(C(CC(O1)OC2CC(CC3=C2C(=C4C(=C3O)C(=O)C5=C(C4=O)C(=CC=C5)OC)O)(C(=O)C)O)N)O.Cl. Drug 2: C1C(C(OC1N2C=NC3=C(N=C(N=C32)Cl)N)CO)O. Cell line: SR. Synergy scores: CSS=67.9, Synergy_ZIP=-4.29, Synergy_Bliss=-3.32, Synergy_Loewe=-0.942, Synergy_HSA=0.387.